Dataset: Forward reaction prediction with 1.9M reactions from USPTO patents (1976-2016). Task: Predict the product of the given reaction. The product is: [C:21]([O:20][C:18]([N:6]1[CH2:7][CH2:8][N:9]([CH2:11][C:12]2[CH:13]=[CH:14][CH:15]=[CH:16][CH:17]=2)[CH2:10][C@H:5]1[C:3]([OH:4])=[O:2])=[O:19])([CH3:24])([CH3:22])[CH3:23]. Given the reactants C[O:2][C:3]([C@@H:5]1[CH2:10][N:9]([CH2:11][C:12]2[CH:17]=[CH:16][CH:15]=[CH:14][CH:13]=2)[CH2:8][CH2:7][N:6]1[C:18]([O:20][C:21]([CH3:24])([CH3:23])[CH3:22])=[O:19])=[O:4].[OH-].[Na+], predict the reaction product.